From a dataset of Full USPTO retrosynthesis dataset with 1.9M reactions from patents (1976-2016). Predict the reactants needed to synthesize the given product. (1) The reactants are: [Br:1][C:2]1[CH:3]=[C:4]2[C:12](=[CH:13][CH:14]=1)[NH:11][C:10]1[C:9](=O)[CH2:8][CH2:7][CH2:6][C:5]2=1.[F:16][C:17]1[CH:23]=[CH:22][C:20]([NH2:21])=[CH:19][CH:18]=1. Given the product [Br:1][C:2]1[CH:3]=[C:4]2[C:12](=[CH:13][CH:14]=1)[NH:11][C:10]1[CH:9]([NH:21][C:20]3[CH:22]=[CH:23][C:17]([F:16])=[CH:18][CH:19]=3)[CH2:8][CH2:7][CH2:6][C:5]2=1, predict the reactants needed to synthesize it. (2) Given the product [Cl:24][C:25]1[C:26]([F:33])=[C:27]([CH:30]=[CH:31][CH:32]=1)[CH2:28][NH:1][CH2:2][C@@H:3]1[CH2:7][C@@H:6]([F:8])[CH2:5][N:4]1[C:9]([NH:11][C:12]1[C:20]2[C:15](=[CH:16][CH:17]=[CH:18][CH:19]=2)[N:14]([C:21]([NH2:23])=[O:22])[CH:13]=1)=[O:10], predict the reactants needed to synthesize it. The reactants are: [NH2:1][CH2:2][C@@H:3]1[CH2:7][C@@H:6]([F:8])[CH2:5][N:4]1[C:9]([NH:11][C:12]1[C:20]2[C:15](=[CH:16][CH:17]=[CH:18][CH:19]=2)[N:14]([C:21]([NH2:23])=[O:22])[CH:13]=1)=[O:10].[Cl:24][C:25]1[C:26]([F:33])=[C:27]([CH:30]=[CH:31][CH:32]=1)[CH:28]=O.C(O[BH-](OC(=O)C)OC(=O)C)(=O)C.[Na+].C(O[BH-](OC(=O)C)OC(=O)C)(=O)C.C([O-])(O)=O.[Na+]. (3) Given the product [NH2:1][C:4]1[C:5]([N:13]2[CH2:18][CH2:17][CH2:16][C@H:15]([NH:19][C:20](=[O:26])[O:21][C:22]([CH3:24])([CH3:23])[CH3:25])[CH2:14]2)=[C:6]2[CH2:12][CH2:11][O:10][C:7]2=[N:8][CH:9]=1, predict the reactants needed to synthesize it. The reactants are: [N+:1]([C:4]1[C:5]([N:13]2[CH2:18][CH2:17][CH2:16][C@H:15]([NH:19][C:20](=[O:26])[O:21][C:22]([CH3:25])([CH3:24])[CH3:23])[CH2:14]2)=[C:6]2[CH2:12][CH2:11][O:10][C:7]2=[N:8][CH:9]=1)([O-])=O. (4) Given the product [CH:1]1([C:4]2[N:8]=[C:7]([C:9]3[C:10]4[CH2:28][CH2:27][CH2:26][CH2:25][C:11]=4[S:12][C:13]=3[NH:14][C:40]([C:30]3[CH:29]4[CH2:36][CH2:35][CH:32]([CH2:33][CH2:34]4)[C:31]=3[C:37]([OH:39])=[O:38])=[O:41])[S:6][N:5]=2)[CH2:3][CH2:2]1, predict the reactants needed to synthesize it. The reactants are: [CH:1]1([C:4]2[N:8]=[C:7]([C:9]3[C:10]4[CH2:28][CH2:27][CH2:26][CH2:25][C:11]=4[S:12][C:13]=3[NH:14]C(C3CCCC=3C(O)=O)=O)[S:6][N:5]=2)[CH2:3][CH2:2]1.[CH:29]12[CH2:36][CH2:35][CH:32]([CH2:33][CH2:34]1)[C:31]1[C:37]([O:39][C:40](=[O:41])[C:30]2=1)=[O:38]. (5) Given the product [Cl:1][C:2]1[CH:3]=[C:4]([C:5]([NH:62][CH2:61][C:57]2[CH:58]=[CH:59][CH:60]=[C:55]([O:54][Si:53]([C:50]([CH3:52])([CH3:51])[CH3:49])([CH3:63])[CH3:64])[CH:56]=2)=[O:7])[CH:8]=[C:9]([CH3:12])[C:10]=1[OH:11], predict the reactants needed to synthesize it. The reactants are: [Cl:1][C:2]1[CH:3]=[C:4]([CH:8]=[C:9]([CH3:12])[C:10]=1[OH:11])[C:5]([OH:7])=O.CN([P+](ON1N=NC2C=CC=CC1=2)(N(C)C)N(C)C)C.F[P-](F)(F)(F)(F)F.C(N(C(C)C)CC)(C)C.[CH3:49][C:50]([Si:53]([CH3:64])([CH3:63])[O:54][C:55]1[CH:56]=[C:57]([CH2:61][NH2:62])[CH:58]=[CH:59][CH:60]=1)([CH3:52])[CH3:51]. (6) The reactants are: C([N:8]1[CH2:13][CH:12]=[C:11]([C:14]2[CH:19]=[C:18]([CH:20]3[N:24]([C:25]4[CH:30]=[CH:29][C:28]([F:31])=[CH:27][C:26]=4[F:32])[N:23]=[C:22]([C:33]([F:39])([F:38])[C:34]([F:37])([F:36])[F:35])[CH2:21]3)[CH:17]=[CH:16][N:15]=2)[CH2:10][CH2:9]1)(OC(C)(C)C)=O.[ClH:40]. Given the product [ClH:40].[F:32][C:26]1[CH:27]=[C:28]([F:31])[CH:29]=[CH:30][C:25]=1[N:24]1[CH:20]([C:18]2[CH:17]=[CH:16][N:15]=[C:14]([C:11]3[CH2:12][CH2:13][NH:8][CH2:9][CH:10]=3)[CH:19]=2)[CH2:21][C:22]([C:33]([F:38])([F:39])[C:34]([F:36])([F:37])[F:35])=[N:23]1, predict the reactants needed to synthesize it. (7) Given the product [CH3:28][C:29]1[N:13]([CH2:12][CH2:11][O:10][CH2:9][CH2:8][CH2:7][C:3]2[CH:2]=[N:1][CH:6]=[CH:5][CH:4]=2)[C:14]2[C:23]3[C:18](=[CH:19][CH:20]=[CH:21][CH:22]=3)[N:17]3[N:24]=[N:25][N:26]=[C:16]3[C:15]=2[N:27]=1, predict the reactants needed to synthesize it. The reactants are: [N:1]1[CH:6]=[CH:5][CH:4]=[C:3]([CH2:7][CH2:8][CH2:9][O:10][CH2:11][CH2:12][NH:13][C:14]2[C:23]3[C:18](=[CH:19][CH:20]=[CH:21][CH:22]=3)[N:17]3[N:24]=[N:25][N:26]=[C:16]3[C:15]=2[NH2:27])[CH:2]=1.[C:28](OCC)(OCC)(OCC)[CH3:29].C(Cl)(Cl)Cl.CO. (8) Given the product [CH3:2][O:3][CH:4]1[CH2:7][N:6]([CH2:24][CH2:23][CH2:22][C:11]2[N:10]=[N+:9]([O-:8])[C:14]3[CH:15]=[C:16]4[C:20]([CH2:19][CH2:18][CH2:17]4)=[CH:21][C:13]=3[N:12]=2)[CH2:5]1, predict the reactants needed to synthesize it. The reactants are: Cl.[CH3:2][O:3][CH:4]1[CH2:7][NH:6][CH2:5]1.[O-:8][N+:9]1[C:14]2[CH:15]=[C:16]3[C:20](=[CH:21][C:13]=2[N:12]=[C:11]([CH2:22][CH2:23][CH:24]=O)[N:10]=1)[CH2:19][CH2:18][CH2:17]3.[BH3-]C#N.[Na+].CC(O)=O. (9) Given the product [CH3:46][C:41]1[C:40]([S:37]([N:18]2[CH2:17][CH2:16][C:15]3[C:20](=[CH:21][CH:22]=[C:13]([OH:12])[CH:14]=3)[CH:19]2[C:23]2[CH:24]=[CH:25][C:26]([O:29][CH2:30][CH2:31][N:32]3[CH2:36][CH2:35][CH2:34][CH2:33]3)=[CH:27][CH:28]=2)(=[O:39])=[O:38])=[C:44]([CH3:45])[O:43][N:42]=1, predict the reactants needed to synthesize it. The reactants are: B(Br)(Br)Br.C([O:12][C:13]1[CH:14]=[C:15]2[C:20](=[CH:21][CH:22]=1)[CH:19]([C:23]1[CH:28]=[CH:27][C:26]([O:29][CH2:30][CH2:31][N:32]3[CH2:36][CH2:35][CH2:34][CH2:33]3)=[CH:25][CH:24]=1)[N:18]([S:37]([C:40]1[C:41]([CH3:46])=[N:42][O:43][C:44]=1[CH3:45])(=[O:39])=[O:38])[CH2:17][CH2:16]2)C1C=CC=CC=1.CO. (10) Given the product [Cl:1][C:2]1[N:3]=[C:4]([N:22]2[CH2:27][CH2:26][O:25][CH2:24][CH2:23]2)[C:5]2[O:11][CH2:10][CH2:9][CH2:8][C:6]=2[N:7]=1, predict the reactants needed to synthesize it. The reactants are: [Cl:1][C:2]1[N:3]=[C:4](Cl)[C:5]2[O:11][CH2:10][CH2:9][CH2:8][C:6]=2[N:7]=1.C(N(C(C)C)CC)(C)C.[NH:22]1[CH2:27][CH2:26][O:25][CH2:24][CH2:23]1.O.